From a dataset of Forward reaction prediction with 1.9M reactions from USPTO patents (1976-2016). Predict the product of the given reaction. Given the reactants [Br:1][C:2]1[CH:10]=[CH:9][C:5]([C:6]([OH:8])=O)=[CH:4][C:3]=1[O:11][CH2:12][C:13]([F:16])([F:15])[F:14].[NH2:17][C:18](C)(C)CO.CN(C([O:30]N1N=NC2C=CC=NC1=2)=[N+](C)C)C.F[P-](F)(F)(F)(F)F.CCN([CH:53]([CH3:55])[CH3:54])C(C)C.C(=O)(O)[O-].[Na+], predict the reaction product. The product is: [Br:1][C:2]1[CH:10]=[CH:9][C:5]([C:6]([NH:17][CH2:18][C:53]([OH:30])([CH3:54])[CH3:55])=[O:8])=[CH:4][C:3]=1[O:11][CH2:12][C:13]([F:16])([F:15])[F:14].